From a dataset of Forward reaction prediction with 1.9M reactions from USPTO patents (1976-2016). Predict the product of the given reaction. (1) Given the reactants [F:1][C:2]1[CH:24]=[CH:23][CH:22]=[CH:21][C:3]=1[O:4][C:5]1[C:18](=[O:19])[N:17]([CH3:20])[C:8]2[N:9]=[C:10](S(C)(=O)=O)[N:11]=[CH:12][C:7]=2[CH:6]=1.[NH2:25][C:26]1[CH:30]=[C:29]([OH:31])[NH:28][N:27]=1, predict the reaction product. The product is: [F:1][C:2]1[CH:24]=[CH:23][CH:22]=[CH:21][C:3]=1[O:4][C:5]1[C:18](=[O:19])[N:17]([CH3:20])[C:8]2[N:9]=[C:10]([NH:25][C:26]3[CH:30]=[C:29]([OH:31])[NH:28][N:27]=3)[N:11]=[CH:12][C:7]=2[CH:6]=1. (2) Given the reactants [Br:1][C:2]1[CH:7]=[CH:6][C:5]([C@@H:8]([NH:10][CH2:11][CH2:12][C:13]([CH:18]([CH3:20])[CH3:19])([OH:17])[CH2:14][CH:15]=[CH2:16])[CH3:9])=[CH:4][CH:3]=1.C(N(CC)CC)C.Cl[C:29](Cl)([O:31]C(=O)OC(Cl)(Cl)Cl)Cl, predict the reaction product. The product is: [CH2:14]([C:13]1([CH:18]([CH3:20])[CH3:19])[O:17][C:29](=[O:31])[N:10]([C@H:8]([C:5]2[CH:4]=[CH:3][C:2]([Br:1])=[CH:7][CH:6]=2)[CH3:9])[CH2:11][CH2:12]1)[CH:15]=[CH2:16]. (3) Given the reactants [NH2:1][C:2]1[CH:7]=[CH:6][C:5]([OH:8])=[CH:4][CH:3]=1.S([O-])([O-])(=O)=O.[Mg+2].O[C:16]([CH3:20])([CH3:19])[C:17]#[N:18], predict the reaction product. The product is: [OH:8][C:5]1[CH:6]=[CH:7][C:2]([NH:1][C:16]([CH3:20])([CH3:19])[C:17]#[N:18])=[CH:3][CH:4]=1. (4) Given the reactants C(=[N:14][C:15]1[CH:20]=[CH:19][C:18](Br)=[CH:17][C:16]=1OC)(C1C=CC=CC=1)C1C=CC=CC=1.C([Li])CCC.CO[B:31](OC)OC.S(=O)(=O)(O)O.[OH:41][C:42]([C:45]([OH:48])([CH3:47])[CH3:46])([CH3:44])[CH3:43].[OH-].[Na+], predict the reaction product. The product is: [NH2:14][C:15]1[CH:16]=[CH:17][C:18]([B:31]2[O:48][C:45]([CH3:47])([CH3:46])[C:42]([CH3:44])([CH3:43])[O:41]2)=[CH:19][CH:20]=1. (5) Given the reactants [N+:1]([C:4]1[CH:13]=[C:12]2[C:7]([CH2:8][CH2:9][NH:10][CH2:11]2)=[CH:6][CH:5]=1)([O-:3])=[O:2].[OH-].[Na+].[CH3:16][C:17]([O:20][C:21](O[C:21]([O:20][C:17]([CH3:19])([CH3:18])[CH3:16])=[O:22])=[O:22])([CH3:19])[CH3:18].OS([O-])(=O)=O.[K+], predict the reaction product. The product is: [N+:1]([C:4]1[CH:13]=[C:12]2[C:7]([CH2:8][CH2:9][N:10]([C:21]([O:20][C:17]([CH3:19])([CH3:18])[CH3:16])=[O:22])[CH2:11]2)=[CH:6][CH:5]=1)([O-:3])=[O:2].